This data is from Full USPTO retrosynthesis dataset with 1.9M reactions from patents (1976-2016). The task is: Predict the reactants needed to synthesize the given product. Given the product [C:1]([O:6][C:7]1[CH:8]=[CH:9][CH:10]=[C:11]2[C:16]=1[N:15]=[CH:14][CH:13]=[CH:12]2)(=[O:5])[C:2]([CH3:4])=[CH2:3].[C:17]([O:22][CH2:2][CH2:1][OH:5])(=[O:21])[C:18]([CH3:20])=[CH2:19], predict the reactants needed to synthesize it. The reactants are: [C:1]([O:6][C:7]1[CH:8]=[CH:9][CH:10]=[C:11]2[C:16]=1[N:15]=[CH:14][CH:13]=[CH:12]2)(=[O:5])[C:2]([CH3:4])=[CH2:3].[C:17]([O-:22])(=[O:21])[C:18]([CH3:20])=[CH2:19].